From a dataset of Forward reaction prediction with 1.9M reactions from USPTO patents (1976-2016). Predict the product of the given reaction. (1) Given the reactants C1(C(C2C=CC=CC=2)[N:8]2[C:16]3[C:11](=[CH:12][CH:13]=[CH:14][CH:15]=3)[C:10]3([C:20]4[CH:21]=[C:22]([O:25][CH2:26][CH2:27][O:28][CH3:29])[CH:23]=[CH:24][C:19]=4[O:18][CH2:17]3)[C:9]2=[O:30])C=CC=CC=1.C1(C(C2C=CC=CC=2)N2C3C(=CC=CC=3)C3(C4C=C(C)C(OC)=CC=4OC3)C2=O)C=CC=CC=1, predict the reaction product. The product is: [CH3:29][O:28][CH2:27][CH2:26][O:25][C:22]1[CH:23]=[CH:24][C:19]2[O:18][CH2:17][C:10]3([C:11]4[C:16](=[CH:15][CH:14]=[CH:13][CH:12]=4)[NH:8][C:9]3=[O:30])[C:20]=2[CH:21]=1. (2) Given the reactants [C:1]1([Li])[CH:6]=[CH:5][CH:4]=[CH:3][CH:2]=1.[N:8]12[CH2:15][CH2:14][C:11]([C:16]([O:18]CC)=O)([CH2:12][CH2:13]1)[CH2:10][CH2:9]2, predict the reaction product. The product is: [N:8]12[CH2:9][CH2:10][C:11]([C:16]([C:1]3[CH:6]=[CH:5][CH:4]=[CH:3][CH:2]=3)([C:1]3[CH:6]=[CH:5][CH:4]=[CH:3][CH:2]=3)[OH:18])([CH2:12][CH2:13]1)[CH2:14][CH2:15]2. (3) Given the reactants [OH:1][C:2]1[CH:7]=[C:6]([CH3:8])[C:5]([C:9]2[CH:14]=[CH:13][CH:12]=[C:11]([CH2:15][O:16][C:17]3[CH:22]=[CH:21][C:20]([C:23]4([CH2:27][C:28]([O:30][CH2:31][CH3:32])=[O:29])[CH2:26][O:25][CH2:24]4)=[CH:19][CH:18]=3)[CH:10]=2)=[C:4]([CH3:33])[CH:3]=1.CC1C=CC(S(O[CH2:45][CH:46]2[CH2:50][CH2:49][O:48][CH2:47]2)(=O)=O)=CC=1.C(=O)([O-])[O-].[Cs+].[Cs+], predict the reaction product. The product is: [CH3:8][C:6]1[CH:7]=[C:2]([O:1][CH2:45][CH:46]2[CH2:50][CH2:49][O:48][CH2:47]2)[CH:3]=[C:4]([CH3:33])[C:5]=1[C:9]1[CH:14]=[CH:13][CH:12]=[C:11]([CH2:15][O:16][C:17]2[CH:22]=[CH:21][C:20]([C:23]3([CH2:27][C:28]([O:30][CH2:31][CH3:32])=[O:29])[CH2:24][O:25][CH2:26]3)=[CH:19][CH:18]=2)[CH:10]=1.